Dataset: Human Reference Interactome with 51,813 positive PPI pairs across 8,248 proteins, plus equal number of experimentally-validated negative pairs. Task: Binary Classification. Given two protein amino acid sequences, predict whether they physically interact or not. (1) Protein 1 (ENSG00000115593) has sequence MTIGRMENVEVFTAEGKGRGLKATKEFWAADIIFAERAYSAVVFDSLVNFVCHTCFKRQEKLHRCGQCKFAHYCDRTCQKDAWLNHKNECSAIKRYGKVPNENIRLAARIMWRVEREGTGLTEGCLVSVDDLQNHVEHFGEEEQKDLRVDVDTFLQYWPPQSQQFSMQYISHIFGVINCNGFTLSDQRGLQAVGVGIFPNLGLVNHDCWPNCTVIFNNGNHEAVKSMFHTQMRIELRALGKISEGEELTVSYIDFLNVSEERKRQLKKQYYFDCTCEHCQKKLKDDLFLGVKDNPKPSQE.... Protein 2 (ENSG00000277586) has sequence MSSFSYEPYYSTSYKRRYVETPRVHISSVRSGYSTARSAYSSYSAPVSSSLSVRRSYSSSSGSLMPSLENLDLSQVAAISNDLKSIRTQEKAQLQDLNDRFASFIERVHELEQQNKVLEAELLVLRQKHSEPSRFRALYEQEIRDLRLAAEDATNEKQALQGEREGLEETLRNLQARYEEEVLSREDAEGRLMEARKGADEAALARAELEKRIDSLMDEISFLKKVHEEEIAELQAQIQYAQISVEMDVTKPDLSAALKDIRAQYEKLAAKNMQNAEEWFKSRFTVLTESAAKNTDAVRA.... Result: 1 (the proteins interact). (2) Protein 1 (ENSG00000142583) has sequence MEQQDQSMKEGRLTLVLALATLIAAFGSSFQYGYNVAAVNSPALLMQQFYNETYYGRTGEFMEDFPLTLLWSVTVSMFPFGGFIGSLLVGPLVNKFGRKGALLFNNIFSIVPAILMGCSRVATSFELIIISRLLVGICAGVSSNVVPMYLGELAPKNLRGALGVVPQLFITVGILVAQIFGLRNLLANVDGEFRTSREHPHPFTTTLGPLLVFQSHHHRTGLSADWSLLTGWMSLGGPSCPEPT*MEQQDQSMKEGRLTLVLALATLIAAFGSSFQYGYNVAAVNSPALLMQQFYNETYY.... Protein 2 (ENSG00000166448) has sequence MAQAVWSRLGRILWLACLLPWAPAGVAAEFLVGDLVVTQNTSLPWPSSYLTKTVLKVSFLLHDPSNFLKTALFLYSWDFGDGTQMVTEDSVVYYNYSIIGTFTVKLKVVAEWEEVEPDATRAVKQKTGDFSASLKLQETLRGIQVLGPTLIQTFQKMTVTLNFLGSPPLTVCWRLKPECLPLEEGECHPVSVASTAYNLTHTFRDPGDYCFSIRAENIISKTHQYHKIQVWPSRIQPAVFAFPCATLITVMLAFIMYMTLRNATQQKDMVENPEPPSGVRCCCQMCCGPFLLETPSEYLE.... Result: 1 (the proteins interact). (3) Protein 1 (ENSG00000152332) has sequence MAGSGCAWGAEPPRFLEAFGRLWQVQSRLGSGSSASVYRVRCCGNPGSPPGALKQFLPPGTTGAAASAAEYGFRKERAALEQLQGHRNIVTLYGVFTIHFSPNVPSRCLLLELLDVSVSELLLYSSHQGCSMWMIQHCARDVLEALAFLHHEGYVHADLKPRNILWSAENECFKLIDFGLSFKEGNQDVKYIQTDGYRAPEAELQNCLAQAGLQSDTECTSAVDLWSLGIILLEMFSGMKLKHTVRSQEWKANSSAIIDHIFASKAVVNAAIPAYHLRDLIKSMLHDDPSRRIPAEMALC.... Protein 2 (ENSG00000109103) has sequence MKVKKGGGGAGTATESAPGPSGQSVAPIPQPPAESESGSESEPDAGPGPRPGPLQRKQPIGPEDVLGLQRITGDYLCSPEENIYKIDFVRFKIRDMDSGTVLFEIKKPPVSERLPINRRDLDPNAGRFVRYQFTPAFLRLRQVGATVEFTVGDKPVNNFRMIERHYFRNQLLKSFDFHFGFCIPSSKNTCEHIYDFPPLSEELISEMIRHPYETQSDSFYFVDDRLVMHNKADYSYSGTP*MKVKKGGGGAGTATESAPGPSGQSVAPIPQPPAESESGSESEPDAGPGPRPGPLQRKQP.... Result: 0 (the proteins do not interact). (4) Protein 1 (ENSG00000175029) has sequence MALVDKHKVKRQRLDRICEGIRPQIMNGPLHPRPLVALLDGRDCTVEMPILKDLATVAFCDAQSTQEIHEKVLNEAVGAMMYHTITLTREDLEKFKALRVIVRIGSGYDNVDIKAAGELGIAVCNIPSAAVEETADSTICHILNLYRRNTWLYQALREGTRVQSVEQIREVASGAARIRGETLGLIGFGRTGQAVAVRAKAFGFSVIFYDPYLQDGIERSLGVQRVYTLQDLLYQSDCVSLHCNLNEHNHHLINDFTIKQMRQGAFLVNAARGGLVDEKALAQALKEGRIRGAALDVHES.... Protein 2 (ENSG00000134817) has sequence MEEGGDFDNYYGADNQSECEYTDWKSSGALIPAIYMLVFLLGTTGNGLVLWTVFRSSREKRRSADIFIASLAVADLTFVVTLPLWATYTYRDYDWPFGTFFCKLSSYLIFVNMYASVFCLTGLSFDRYLAIVRPVANARLRLRVSGAVATAVLWVLAALLAMPVMVLRTTGDLENTTKVQCYMDYSMVATVSSEWAWEVGLGVSSTTVGFVVPFTIMLTCYFFIAQTIAGHFRKERIEGLRKRRRLLSIIVVLVVTFALCWMPYHLVKTLYMLGSLLHWPCDFDLFLMNIFPYCTCISYV.... Result: 0 (the proteins do not interact). (5) Protein 1 (ENSG00000126062) has sequence MQRALPGARQHLGAILASASVVVKALCAAVLFLYLLSFAVDTGCLAVTPGYLFPPNFWIWTLATHGLMEQHVWDVAISLTTVVVAGRLLEPLWGALELLIFFSVVNVSVGLLGAFAYLLTYMASFNLVYLFTVRIHGALGFLGGVLVALKQTMGDCVVLRVPQVRVSVMPMLLLALLLLLRLATLLQSPALASYGFGLLSSWVYLRFYQRHSRGRGDMADHFAFATFFPEILQPVVGLLANLVHSLLVKVKICQKTVKRYDVGAPSSITISLPGTDPQDAERRRQLALKALNERLKRVED.... Protein 2 (ENSG00000166183) has sequence XPASRNQRILYTVLECQPLFDSSDMTIAEWVCLAQTIKRHYEQYHGFVVIHGTDTMAFAASMLSFMLENLQKTVILTGAQVPIHALWSDGRENLLGALLMAGQYVIPELLTKDLRGEMTPPSVEERAAARGGHTEAVTMLLQRGVDVNTRDTDGFSPLLLAVRGRHPGVIGLLREAGASLSTQELEEAGTELCRLAYRADLEGLQVWWQAGADLGQPGYDGHSALHVAEAAGNLAVVAFLQSLEGAVGAQAPCPEPSCFQEVLPGV*MARAVGPERRLLAVYTGGTIGMRSELGVLVPGT.... Result: 1 (the proteins interact). (6) Protein 1 (ENSG00000101457) has sequence MGATGDAEQPRGPSGAERGGLELGDAGAAGQLVLTNPWNIMIKHRQVQRRGRRSQMTTSFTDPAISMDLLRAVLQPSINEEIQTVFNKYMKFFQKAALNVRDNVGEEVDAEQLIQEACRSCLEQAKLLFSDGEKVIPRLTHELPGIKRGRQAEEECAHRGSPLPKKRKGRPPGHILSSDRAAAGMVWKPKSCEPIRREGPKWDPARLNESTTFVLGSRANKALGMGGTRGRIYIKHPHLFKYAADPQDKHWLAEQHHMRATGGKMAYLLIEEDIRDLAASDDYRGCLDLKLEELKSFVLP.... Protein 2 (ENSG00000189067) has sequence MSVPGPYQAATGPSSAPSAPPSYEETVAVNSYYPTPPAPMPGPTTGLVTGPDGKGMNPPSYYTQPAPIPNNNPITVQTVYVQHPITFLDRPIQMCCPSCNKMIVSQLSYNAGALTWLSCGSLCLLGCIAGCCFIPFCVDALQDVDHYCPNCRALLGTYKRL*MSVPGPYQAATGPSSAPSAPPSYEETVAVNSYYPTPPAPMPGPTTGLVTGPDGKGMNPPSYYTQPAPIPNNNPITVQTVYVQHPITFLDRPIQMCCPSCNKMIVSQLSYNAGALTWLSCGSLCLLGQECSGTIVALRS.... Result: 0 (the proteins do not interact). (7) Protein 1 (ENSG00000169442) has sequence MKRFLFLLLTISLLVMVQIQTGLSGQNDTSQTSSPSASSNISGGIFLFFVANAIIHLFCFS*. Protein 2 (ENSG00000114626) has sequence MDTSDLFASCRKGDVGRVRYLLEQRDVEVNVRDKWDSTPLYYACLCGHEELVLYLLANGARCEANTFDGERCLYGALSDPIRRALRDYKQVTASCRRRDYYDDFLQRLLEQGIHSDVVFVVHGKPFRVHRCVLGARSAYFANMLDTKWKGKSVVVLRHPLINPVAFGALLQYLYTGRLDIGVEHVSDCERLAKQCQLWDLLSDLEAKCEKVSEFVASKPGTCVKVLTIEPPPADPRLREDMALLADCALPPELRGDLWELPFPCPDGFNSCPDICFRVAGCSFLCHKAFFCGRSDYFRAL.... Result: 0 (the proteins do not interact).